From a dataset of Forward reaction prediction with 1.9M reactions from USPTO patents (1976-2016). Predict the product of the given reaction. (1) Given the reactants [F:1][C:2]([F:23])([F:22])[C:3]([NH:5][C@H:6]([CH3:21])[CH2:7][C:8]1[CH:13]=[C:12]([O:14][CH3:15])[C:11]([CH2:16][CH2:17][SH:18])=[CH:10][C:9]=1[O:19][CH3:20])=[O:4].[Br-].[Li+].C1(C)C=CC(S(O)(=O)=O)=CC=1.[CH3:37][O:38][CH2:39]OC, predict the reaction product. The product is: [CH3:20][O:19][C:9]1[CH:10]=[C:11]([CH2:16][CH2:17][S:18][CH2:37][O:38][CH3:39])[C:12]([O:14][CH3:15])=[CH:13][C:8]=1[CH2:7][C@H:6]([NH:5][C:3](=[O:4])[C:2]([F:22])([F:23])[F:1])[CH3:21]. (2) The product is: [Cl:44][C:45]1[CH:51]=[C:50]([Cl:52])[CH:49]=[CH:48][C:46]=1[NH:47][C:36]([C:34]1[C:33]([O:39][CH2:40][CH:41]([F:42])[F:43])=[CH:32][C:29]2[N:30]([CH3:31])[C:26]([NH:25][C:11]3[C:12]([Cl:24])=[CH:13][CH:14]=[C:15]([CH2:16][NH:17][C:18](=[O:23])[C:19]([CH3:22])([CH3:20])[CH3:21])[C:10]=3[Cl:9])=[N:27][C:28]=2[CH:35]=1)=[O:38]. Given the reactants ClC(N(C)C)=C(C)C.[Cl:9][C:10]1[C:15]([CH2:16][NH:17][C:18](=[O:23])[C:19]([CH3:22])([CH3:21])[CH3:20])=[CH:14][CH:13]=[C:12]([Cl:24])[C:11]=1[NH:25][C:26]1[N:30]([CH3:31])[C:29]2[CH:32]=[C:33]([O:39][CH2:40][CH:41]([F:43])[F:42])[C:34]([C:36]([OH:38])=O)=[CH:35][C:28]=2[N:27]=1.[Cl:44][C:45]1[CH:51]=[C:50]([Cl:52])[CH:49]=[CH:48][C:46]=1[NH2:47].N1C=CC=CC=1, predict the reaction product.